Dataset: Experimental lipophilicity measurements (octanol/water distribution) for 4,200 compounds from AstraZeneca. Task: Regression/Classification. Given a drug SMILES string, predict its absorption, distribution, metabolism, or excretion properties. Task type varies by dataset: regression for continuous measurements (e.g., permeability, clearance, half-life) or binary classification for categorical outcomes (e.g., BBB penetration, CYP inhibition). For this dataset (lipophilicity_astrazeneca), we predict Y. (1) The molecule is O=c1[nH]n(Cc2ccoc2)c(=O)c2c(=O)c3ccc(Cl)cc3[nH]c12. The Y is 0.600 logD. (2) The compound is COc1cccc(OC)c1-c1ccc(C[C@H](NC(=O)c2c(Cl)cccc2Cl)C(=O)O)cc1. The Y is -0.270 logD. (3) The compound is COc1ccc(CN2CCc3c([nH]c4ccccc34)C2)cc1OC. The Y is 3.10 logD. (4) The molecule is Oc1nc(-c2ccccc2)nc2ccccc12. The Y is 2.46 logD. (5) The Y is 2.80 logD. The molecule is CC(C)(C)OC(=O)N1CCN(c2ccc(OCc3ccc(S(C)(=O)=O)cc3)nn2)CC1. (6) The compound is CCNC(=O)c1cc2c(-n3nc(C(F)(F)F)cc3C)c(-c3cncc(C(=O)O)c3)cnc2[nH]1. The Y is -0.880 logD. (7) The molecule is CO[C@H]1CC[C@]2(CC1)Cc1ccc(OCC(C)C)cc1C21N=C(C)C(N)=N1. The Y is 3.40 logD.